Dataset: NCI-60 drug combinations with 297,098 pairs across 59 cell lines. Task: Regression. Given two drug SMILES strings and cell line genomic features, predict the synergy score measuring deviation from expected non-interaction effect. Drug 1: CN(C)C1=NC(=NC(=N1)N(C)C)N(C)C. Drug 2: CC1=C2C(C(=O)C3(C(CC4C(C3C(C(C2(C)C)(CC1OC(=O)C(C(C5=CC=CC=C5)NC(=O)C6=CC=CC=C6)O)O)OC(=O)C7=CC=CC=C7)(CO4)OC(=O)C)O)C)OC(=O)C. Cell line: SNB-19. Synergy scores: CSS=25.8, Synergy_ZIP=-5.59, Synergy_Bliss=-4.22, Synergy_Loewe=-86.8, Synergy_HSA=-5.56.